From a dataset of Forward reaction prediction with 1.9M reactions from USPTO patents (1976-2016). Predict the product of the given reaction. (1) Given the reactants C[O:2][C:3](=O)[CH2:4][N:5]([C:15](=[O:17])[CH3:16])[C:6]1[CH:11]=[C:10]([NH2:12])[CH:9]=[CH:8][C:7]=1[C:13]#[N:14].C[O-].[Na+], predict the reaction product. The product is: [C:15]([N:5]1[C:6]2[CH:11]=[C:10]([NH2:12])[CH:9]=[CH:8][C:7]=2[CH2:13][NH:14][C:3](=[O:2])[CH2:4]1)(=[O:17])[CH3:16]. (2) Given the reactants [F:1][C:2]1[CH:3]=[CH:4][C:5]2[N:9]=[N:8][NH:7][C:6]=2[CH:10]=1.[OH-].[Na+].[Cl:13][CH2:14][CH2:15][CH2:16][CH2:17]Br, predict the reaction product. The product is: [Cl:13][CH2:14][CH2:15][CH2:16][CH2:17][N:7]1[C:6]2[CH:10]=[C:2]([F:1])[CH:3]=[CH:4][C:5]=2[N:9]=[N:8]1. (3) Given the reactants [F:1][C:2]1[CH:3]=[C:4]2[C:9](=[CH:10][CH:11]=1)[N:8]=[C:7]([C:12]1[CH:17]=[CH:16][CH:15]=[CH:14][C:13]=1[O:18][CH3:19])[NH:6][C:5]2=O.CN(C)C1C=CC=CC=1.P(Cl)(Cl)([Cl:32])=O.[OH-].[Na+], predict the reaction product. The product is: [Cl:32][C:5]1[C:4]2[C:9](=[CH:10][CH:11]=[C:2]([F:1])[CH:3]=2)[N:8]=[C:7]([C:12]2[CH:17]=[CH:16][CH:15]=[CH:14][C:13]=2[O:18][CH3:19])[N:6]=1. (4) Given the reactants [NH:1]1[CH2:5][CH2:4][C@H:3]([NH:6][C:7]2[C:16]3[C:11](=[CH:12][CH:13]=[CH:14][CH:15]=3)[N:10]=[CH:9][CH:8]=2)[CH2:2]1.C(N(CC)CC)C.ClCCl.[CH3:27][CH:28]([CH3:34])/[CH:29]=[CH:30]/[C:31](Cl)=[O:32].ClCCl.C1(C)C(S(Cl)(=O)=O)=CC=CC=1, predict the reaction product. The product is: [CH3:27][CH:28]([CH3:34])/[CH:29]=[CH:30]/[C:31]([N:1]1[CH2:5][CH2:4][C@H:3]([NH:6][C:7]2[C:16]3[C:11](=[CH:12][CH:13]=[CH:14][CH:15]=3)[N:10]=[CH:9][CH:8]=2)[CH2:2]1)=[O:32]. (5) Given the reactants NC1C=CC([C:8]2[NH:9][C:10]3[CH:16]=[CH:15][C:14](N)=[CH:13][C:11]=3[N:12]=2)=CC=1.C1(C(Cl)=O)CCCCC1, predict the reaction product. The product is: [N:9]1[C:10]2[CH:16]=[CH:15][CH:14]=[CH:13][C:11]=2[NH:12][CH:8]=1.